This data is from Full USPTO retrosynthesis dataset with 1.9M reactions from patents (1976-2016). The task is: Predict the reactants needed to synthesize the given product. (1) The reactants are: [CH3:1][O:2][C:3]1[C:4]([N+:15]([O-])=O)=[C:5]([CH:8]=[CH:9][C:10]=1[O:11][CH2:12][O:13][CH3:14])[C:6]#[N:7]. Given the product [NH2:15][C:4]1[C:3]([O:2][CH3:1])=[C:10]([O:11][CH2:12][O:13][CH3:14])[CH:9]=[CH:8][C:5]=1[C:6]#[N:7], predict the reactants needed to synthesize it. (2) Given the product [N:29]1[CH:34]=[CH:33][CH:32]=[CH:31][C:30]=1[C:35]([O:21][C@@H:20]([C@H:22]1[O:26][N:25]=[C:24]([C:27]#[CH:28])[CH2:23]1)[CH2:19][O:18][Si:1]([C:14]([CH3:17])([CH3:16])[CH3:15])([C:8]1[CH:13]=[CH:12][CH:11]=[CH:10][CH:9]=1)[C:2]1[CH:7]=[CH:6][CH:5]=[CH:4][CH:3]=1)=[O:36], predict the reactants needed to synthesize it. The reactants are: [Si:1]([O:18][CH2:19][C@@H:20]([C@H:22]1[O:26][N:25]=[C:24]([C:27]#[CH:28])[CH2:23]1)[OH:21])([C:14]([CH3:17])([CH3:16])[CH3:15])([C:8]1[CH:13]=[CH:12][CH:11]=[CH:10][CH:9]=1)[C:2]1[CH:7]=[CH:6][CH:5]=[CH:4][CH:3]=1.[N:29]1[CH:34]=[CH:33][CH:32]=[CH:31][C:30]=1[C:35](O)=[O:36].C1(P(C2C=CC=CC=2)C2C=CC=CC=2)C=CC=CC=1.N(C(OC(C)(C)C)=O)=NC(OC(C)(C)C)=O.C([O-])(O)=O.[Na+]. (3) Given the product [Br:1][C:2]1[CH:7]=[C:6]([NH:8][C:9]([CH3:14])([CH3:13])[CH2:10][CH2:11][O:12][CH:19]2[CH2:20][CH2:21][CH2:22][CH2:23][O:18]2)[C:5]([N+:15]([O-:17])=[O:16])=[CH:4][N:3]=1, predict the reactants needed to synthesize it. The reactants are: [Br:1][C:2]1[CH:7]=[C:6]([NH:8][C:9]([CH3:14])([CH3:13])[CH2:10][CH2:11][OH:12])[C:5]([N+:15]([O-:17])=[O:16])=[CH:4][N:3]=1.[O:18]1[CH:23]=[CH:22][CH2:21][CH2:20][CH2:19]1.C1(C)C=CC(S(O)(=O)=O)=CC=1. (4) Given the product [F:19][C:16]1[CH:17]=[CH:18][C:13]([C:6]2([O:11][CH3:12])[CH2:5][CH2:4][CH2:3][N:9]3[N:10]=[C:38](/[CH:37]=[CH:36]/[C:26]4[CH:27]=[CH:28][C:29]([N:30]5[CH:34]=[C:33]([CH3:35])[N:32]=[CH:31]5)=[C:24]([O:23][CH3:22])[CH:25]=4)[N:42]=[C:7]23)=[CH:14][CH:15]=1, predict the reactants needed to synthesize it. The reactants are: Cl.Cl[CH2:3][CH2:4][CH2:5][C:6]([C:13]1[CH:18]=[CH:17][C:16]([F:19])=[CH:15][CH:14]=1)([O:11][CH3:12])[C:7]([NH:9][NH2:10])=O.Cl.Cl.[CH3:22][O:23][C:24]1[CH:25]=[C:26](/[CH:36]=[CH:37]/[C:38](=[NH:42])OCC)[CH:27]=[CH:28][C:29]=1[N:30]1[CH:34]=[C:33]([CH3:35])[N:32]=[CH:31]1.C(OCC)(=O)C.O. (5) Given the product [C:1]([NH:9][C:10]1[N:18]=[C:17]2[C:13]([N:14]=[CH:15][N:16]2[C@H:19]2[C@H:24]3[C@H:25]([OH:26])[C@:21]([CH2:27][O:28][C:44]([C:61]4[CH:66]=[CH:65][CH:64]=[CH:63][CH:62]=4)([C:53]4[CH:60]=[CH:59][C:56]([O:57][CH3:58])=[CH:55][CH:54]=4)[C:45]4[CH:46]=[CH:47][C:48]([O:49][CH3:50])=[CH:51][CH:52]=4)([CH2:22][O:23]3)[O:20]2)=[C:12]([NH:29][C:30](=[O:37])[C:31]2[CH:36]=[CH:35][CH:34]=[CH:33][CH:32]=2)[N:11]=1)(=[O:8])[C:2]1[CH:7]=[CH:6][CH:5]=[CH:4][CH:3]=1, predict the reactants needed to synthesize it. The reactants are: [C:1]([NH:9][C:10]1[N:18]=[C:17]2[C:13]([N:14]=[CH:15][N:16]2[C@H:19]2[C@H:24]3[C@H:25]([OH:26])[C@:21]([CH2:27][OH:28])([CH2:22][O:23]3)[O:20]2)=[C:12]([NH:29][C:30](=[O:37])[C:31]2[CH:36]=[CH:35][CH:34]=[CH:33][CH:32]=2)[N:11]=1)(=[O:8])[C:2]1[CH:7]=[CH:6][CH:5]=[CH:4][CH:3]=1.N1C=CC=CC=1.[C:44](Cl)([C:61]1[CH:66]=[CH:65][CH:64]=[CH:63][CH:62]=1)([C:53]1[CH:60]=[CH:59][C:56]([O:57][CH3:58])=[CH:55][CH:54]=1)[C:45]1[CH:52]=[CH:51][C:48]([O:49][CH3:50])=[CH:47][CH:46]=1.